Dataset: Full USPTO retrosynthesis dataset with 1.9M reactions from patents (1976-2016). Task: Predict the reactants needed to synthesize the given product. (1) Given the product [ClH:1].[C:31]1([S:28]([N:25]2[C:18]3=[N:19][CH:20]=[C:21]([N+:22]([O-:24])=[O:23])[C:16]([NH:15][CH:11]4[CH2:12][CH2:13][CH2:14][NH:9][CH2:10]4)=[C:17]3[CH:27]=[CH:26]2)(=[O:29])=[O:30])[CH:36]=[CH:35][CH:34]=[CH:33][CH:32]=1, predict the reactants needed to synthesize it. The reactants are: [ClH:1].C(OC([N:9]1[CH2:14][CH2:13][CH2:12][CH:11]([NH:15][C:16]2[C:21]([N+:22]([O-:24])=[O:23])=[CH:20][N:19]=[C:18]3[N:25]([S:28]([C:31]4[CH:36]=[CH:35][CH:34]=[CH:33][CH:32]=4)(=[O:30])=[O:29])[CH:26]=[CH:27][C:17]=23)[CH2:10]1)=O)(C)(C)C. (2) Given the product [OH:31][CH2:30][C@@H:27]1[CH2:26][CH2:25][C@H:24]([O:23][C:22]2[CH:21]=[CH:20][C:19]([C:17]([NH:16][CH2:15][CH2:14][NH:13][C:11]([C:2]3[CH:3]=[CH:4][C:5]4[C:10](=[CH:9][CH:8]=[CH:7][CH:6]=4)[CH:1]=3)=[O:12])=[O:18])=[CH:36][CH:35]=2)[CH2:29][CH2:28]1, predict the reactants needed to synthesize it. The reactants are: [CH:1]1[C:10]2[C:5](=[CH:6][CH:7]=[CH:8][CH:9]=2)[CH:4]=[CH:3][C:2]=1[C:11]([NH:13][CH2:14][CH2:15][NH:16][C:17]([C:19]1[CH:36]=[CH:35][C:22]([O:23][C@@H:24]2[CH2:29][CH2:28][C@H:27]([C:30](OCC)=[O:31])[CH2:26][CH2:25]2)=[CH:21][CH:20]=1)=[O:18])=[O:12].[H-].C([Al+]CC(C)C)C(C)C.Cl.C(C(C(C([O-])=O)O)O)([O-])=O.[Na+].[K+]. (3) Given the product [Cl:22][C:23]1[CH:24]=[CH:25][C:26]([CH2:29][CH2:30][N:31]2[CH2:36][CH2:35][N:34]([C:2]3[CH:7]=[CH:6][C:5]4[C:8]5[CH2:13][CH2:12][N:11]([C:14]([O:16][C:17]([CH3:20])([CH3:19])[CH3:18])=[O:15])[CH2:10][C:9]=5[S:21][C:4]=4[CH:3]=3)[C:33](=[O:37])[CH2:32]2)=[N:27][CH:28]=1, predict the reactants needed to synthesize it. The reactants are: Br[C:2]1[CH:7]=[CH:6][C:5]2[C:8]3[CH2:13][CH2:12][N:11]([C:14]([O:16][C:17]([CH3:20])([CH3:19])[CH3:18])=[O:15])[CH2:10][C:9]=3[S:21][C:4]=2[CH:3]=1.[Cl:22][C:23]1[CH:24]=[CH:25][C:26]([CH2:29][CH2:30][N:31]2[CH2:36][CH2:35][NH:34][C:33](=[O:37])[CH2:32]2)=[N:27][CH:28]=1. (4) Given the product [NH2:19][C:15]1[CH:14]=[C:13]([C:9]2[N:8]=[C:7]([NH:22][C:23]3[CH:24]=[C:25]4[C:29](=[CH:30][CH:31]=3)[N:28]([C:32]([O:34][C:6]([CH3:11])([CH3:7])[CH3:5])=[O:33])[N:27]=[CH:26]4)[C:6]3[C:11](=[CH:12][C:3]([O:2][CH3:1])=[C:4]([O:35][CH2:36][CH2:37][CH2:38][N:39]4[CH2:44][CH2:43][O:42][CH2:41][CH2:40]4)[CH:5]=3)[N:10]=2)[CH:18]=[CH:17][CH:16]=1, predict the reactants needed to synthesize it. The reactants are: [CH3:1][O:2][C:3]1[CH:12]=[C:11]2[C:6]([C:7]([NH:22][C:23]3[CH:24]=[C:25]4[C:29](=[CH:30][CH:31]=3)[N:28]([C:32]([O-:34])=[O:33])[N:27]=[CH:26]4)=[N:8][C:9]([C:13]3[CH:18]=[CH:17][CH:16]=[C:15]([N+:19]([O-])=O)[CH:14]=3)=[N:10]2)=[CH:5][C:4]=1[O:35][CH2:36][CH2:37][CH2:38][N:39]1[CH2:44][CH2:43][O:42][CH2:41][CH2:40]1.